Dataset: Catalyst prediction with 721,799 reactions and 888 catalyst types from USPTO. Task: Predict which catalyst facilitates the given reaction. (1) Reactant: C1(C)C(C)=CC=CC=1.[CH2:9]([C@H:12]1[CH2:17][CH2:16][C@H:15]([C@H:18]2[CH2:23][CH2:22][C@H:21]([CH2:24][CH2:25][CH2:26]O)[CH2:20][CH2:19]2)[CH2:14][CH2:13]1)[CH2:10][CH3:11].[BrH:28]. Product: [Br:28][CH2:26][CH2:25][CH2:24][C@H:21]1[CH2:20][CH2:19][C@H:18]([C@H:15]2[CH2:14][CH2:13][C@H:12]([CH2:9][CH2:10][CH3:11])[CH2:17][CH2:16]2)[CH2:23][CH2:22]1. The catalyst class is: 6. (2) Reactant: [NH2:1][C:2]1[CH:9]=[CH:8][CH:7]=[C:6]([O:10][CH2:11][C@H:12]2[CH2:17][CH2:16][CH2:15][CH2:14][N:13]2[C:18](=[O:22])[CH2:19][CH2:20][CH3:21])[C:3]=1[C:4]#[N:5].[S:23](Cl)(=[O:26])(=[O:25])[NH2:24]. Product: [NH2:5][C:4]1[C:3]2[C:6]([O:10][CH2:11][C@H:12]3[CH2:17][CH2:16][CH2:15][CH2:14][N:13]3[C:18](=[O:22])[CH2:19][CH2:20][CH3:21])=[CH:7][CH:8]=[CH:9][C:2]=2[NH:1][S:23](=[O:26])(=[O:25])[N:24]=1. The catalyst class is: 474. (3) Reactant: [Si](OCC(OCC)=O)(C(C)(C)C)(C)C.ClC1C=CC=CC=1C=O.NC1C=CNN=1.[Cl:30][C:31]1[CH:36]=[CH:35][CH:34]=[CH:33][C:32]=1[CH:37]1[C:42]([C:43]#[N:44])=[C:41]([CH2:45][O:46][Si:47]([C:50]([CH3:53])([CH3:52])[CH3:51])([CH3:49])[CH3:48])[NH:40][C:39]2=[N:54][NH:55][CH:56]=[C:38]12.[F-].C([N+](CCCC)(CCCC)CCCC)CCC. Product: [Cl:30][C:31]1[CH:36]=[CH:35][CH:34]=[CH:33][C:32]=1[CH:37]1[C:42]([C:43]#[N:44])=[C:41]([CH2:45][O:46][Si:47]([C:50]([CH3:51])([CH3:52])[CH3:53])([CH3:49])[CH3:48])[NH:40][C:39]2=[N:54][NH:55][CH:56]=[C:38]12.[Cl:30][C:31]1[CH:36]=[CH:35][CH:34]=[CH:33][C:32]=1[CH:37]1[C:42]([C:43]#[N:44])=[C:41]([CH2:45][OH:46])[NH:40][C:39]2=[N:54][NH:55][CH:56]=[C:38]12. The catalyst class is: 54.